This data is from Full USPTO retrosynthesis dataset with 1.9M reactions from patents (1976-2016). The task is: Predict the reactants needed to synthesize the given product. (1) Given the product [C:21]([O:25][C:26](=[O:39])[CH2:27][CH2:28][C:29]1[CH:34]=[C:33]([Cl:35])[C:32]([C:36]2[NH:20][C:15]3[CH:14]=[C:13]([C:11]4[O:12][C:8]([C:5]5[CH:4]=[CH:3][C:2]([Cl:1])=[CH:7][CH:6]=5)=[N:9][N:10]=4)[CH:18]=[CH:17][C:16]=3[N:19]=2)=[C:31]([Cl:38])[CH:30]=1)([CH3:24])([CH3:22])[CH3:23], predict the reactants needed to synthesize it. The reactants are: [Cl:1][C:2]1[CH:7]=[CH:6][C:5]([C:8]2[O:12][C:11]([C:13]3[CH:14]=[C:15]([NH2:20])[C:16]([NH2:19])=[CH:17][CH:18]=3)=[N:10][N:9]=2)=[CH:4][CH:3]=1.[C:21]([O:25][C:26](=[O:39])[CH2:27][CH2:28][C:29]1[CH:34]=[C:33]([Cl:35])[C:32]([CH:36]=O)=[C:31]([Cl:38])[CH:30]=1)([CH3:24])([CH3:23])[CH3:22]. (2) Given the product [C:13]([O:12][C:10]([N:7]1[CH2:8][CH2:9][C@H:4]([CH3:3])[C@H:5]([C:17]([OH:19])=[O:18])[CH2:6]1)=[O:11])([CH3:14])([CH3:15])[CH3:16], predict the reactants needed to synthesize it. The reactants are: [OH-].[Na+].[CH3:3][C@H:4]1[CH2:9][CH2:8][N:7]([C:10]([O:12][C:13]([CH3:16])([CH3:15])[CH3:14])=[O:11])[CH2:6][C@H:5]1[C:17]([O:19]CC)=[O:18]. (3) Given the product [CH2:19]([O:18][C:16](=[O:17])[CH2:15][N:9]1[C:10]2[C:6](=[CH:5][C:4]([N+:1]([O-:3])=[O:2])=[CH:12][CH:11]=2)[C:7](=[O:13])[NH:8]1)[CH3:20], predict the reactants needed to synthesize it. The reactants are: [N+:1]([C:4]1[CH:5]=[C:6]2[C:10](=[CH:11][CH:12]=1)[NH:9][NH:8][C:7]2=[O:13])([O-:3])=[O:2].Br[CH2:15][C:16]([O:18][CH2:19][CH3:20])=[O:17].C(=O)([O-])[O-].[K+].[K+].Cl. (4) Given the product [C:26]([C:30]1[CH:31]=[C:32]([CH:44]=[CH:45][CH:46]=1)[O:33][C:34]1[O:35][CH:36]=[C:37]([C:39]([NH:9][C:8]2[C:7]([O:10][CH3:11])=[N:6][C:5]([NH:12][CH2:13][CH2:14][CH2:15][N:16]3[CH2:21][CH2:20][O:19][CH2:18][CH2:17]3)=[N:4][C:3]=2[O:2][CH3:1])=[O:40])[N:38]=1)([CH3:29])([CH3:27])[CH3:28], predict the reactants needed to synthesize it. The reactants are: [CH3:1][O:2][C:3]1[C:8]([NH2:9])=[C:7]([O:10][CH3:11])[N:6]=[C:5]([NH:12][CH2:13][CH2:14][CH2:15][N:16]2[CH2:21][CH2:20][O:19][CH2:18][CH2:17]2)[N:4]=1.C[Al](C)C.[C:26]([C:30]1[CH:31]=[C:32]([CH:44]=[CH:45][CH:46]=1)[O:33][C:34]1[O:35][CH:36]=[C:37]([C:39](OCC)=[O:40])[N:38]=1)([CH3:29])([CH3:28])[CH3:27]. (5) Given the product [CH3:34][C:26]([NH:35][C:2]1[C:3]([CH3:22])=[N:4][C:5]2[C:10]([N:11]=1)=[C:9]([C:12]1[NH:20][C:19]3[CH2:18][CH2:17][NH:16][C:15](=[O:21])[C:14]=3[CH:13]=1)[CH:8]=[CH:7][CH:6]=2)([CH3:25])[CH2:27][N:28]1[CH2:29][CH2:30][O:31][CH2:32][CH2:33]1, predict the reactants needed to synthesize it. The reactants are: F[C:2]1[C:3]([CH3:22])=[N:4][C:5]2[C:10]([N:11]=1)=[C:9]([C:12]1[NH:20][C:19]3[CH2:18][CH2:17][NH:16][C:15](=[O:21])[C:14]=3[CH:13]=1)[CH:8]=[CH:7][CH:6]=2.Cl.Cl.[CH3:25][C:26]([NH2:35])([CH3:34])[CH2:27][N:28]1[CH2:33][CH2:32][O:31][CH2:30][CH2:29]1.CCN(C(C)C)C(C)C. (6) Given the product [CH2:37]([C:40]1[N:41]=[C:42]([C:45]2[CH:51]=[CH:50][CH:49]=[CH:48][C:46]=2[NH:47][C:29]([O:1][CH2:2][CH:3]2[CH2:8][CH2:7][N:6]([C:9]([O:11][C:12]([CH3:15])([CH3:14])[CH3:13])=[O:10])[CH2:5][CH2:4]2)=[O:35])[S:43][CH:44]=1)[CH2:38][CH3:39], predict the reactants needed to synthesize it. The reactants are: [OH:1][CH2:2][CH:3]1[CH2:8][CH2:7][N:6]([C:9]([O:11][C:12]([CH3:15])([CH3:14])[CH3:13])=[O:10])[CH2:5][CH2:4]1.C(N(C(C)C)CC)(C)C.ClC(Cl)(O[C:29](=[O:35])OC(Cl)(Cl)Cl)Cl.[CH2:37]([C:40]1[N:41]=[C:42]([C:45]2[CH:51]=[CH:50][CH:49]=[CH:48][C:46]=2[NH2:47])[S:43][CH:44]=1)[CH2:38][CH3:39].